From a dataset of Full USPTO retrosynthesis dataset with 1.9M reactions from patents (1976-2016). Predict the reactants needed to synthesize the given product. (1) Given the product [Cl:29][C:28]1[C:20]([Cl:19])=[CH:21][C:22]2[N:9]([CH2:40][C:39]3[CH:42]=[CH:43][C:36]([Cl:35])=[CH:37][CH:38]=3)[C:24]([CH2:30][C:31]([F:32])([F:33])[F:34])=[N:25][C:26]=2[CH:27]=1, predict the reactants needed to synthesize it. The reactants are: [H-].[Na+].ClC1C2N=C(CC(F)(F)F)[N:9](Cl)C=2C=CC=1.[Cl:19][C:20]1[CH:21]=[C:22]2[C:26](=[CH:27][C:28]=1[Cl:29])[NH:25][C:24]([CH2:30][C:31]([F:34])([F:33])[F:32])=C2.[Cl:35][C:36]1[CH:43]=[CH:42][C:39]([CH2:40]Br)=[CH:38][CH:37]=1.[NH4+].[Cl-]. (2) Given the product [CH3:1][O:2][C:3]([C:5]1[N:10]=[CH:9][C:8]([N:77]=[C:64]([C:65]2[CH:70]=[CH:69][CH:68]=[CH:67][CH:66]=2)[C:71]2[CH:76]=[CH:75][CH:74]=[CH:73][CH:72]=2)=[CH:7][N:6]=1)=[O:4], predict the reactants needed to synthesize it. The reactants are: [CH3:1][O:2][C:3]([C:5]1[N:10]=[CH:9][C:8](Br)=[CH:7][N:6]=1)=[O:4].C1C=CC(P(C2C=CC3C(=CC=CC=3)C=2C2C3C(=CC=CC=3)C=CC=2P(C2C=CC=CC=2)C2C=CC=CC=2)C2C=CC=CC=2)=CC=1.C([O-])([O-])=O.[Cs+].[Cs+].[C:64](=[NH:77])([C:71]1[CH:76]=[CH:75][CH:74]=[CH:73][CH:72]=1)[C:65]1[CH:70]=[CH:69][CH:68]=[CH:67][CH:66]=1.